Dataset: Reaction yield outcomes from USPTO patents with 853,638 reactions. Task: Predict the reaction yield, written as a fraction of the theoretical maximum amount of product (1.0 means a 100% yield; for example, 0.34 means a 34% yield). (1) The reactants are [CH3:1][C:2]([C:6]1[CH:11]=[CH:10][C:9]([N+:12]([O-:14])=[O:13])=[CH:8][CH:7]=1)([CH3:5])[CH:3]=O.[CH2:15]([NH2:17])[CH3:16].[BH4-].[Na+]. The catalyst is CC(C)[O-].[Ti+4].CC(C)[O-].CC(C)[O-].CC(C)[O-].C(O)C. The product is [CH2:15]([NH:17][CH2:3][C:2]([CH3:5])([C:6]1[CH:11]=[CH:10][C:9]([N+:12]([O-:14])=[O:13])=[CH:8][CH:7]=1)[CH3:1])[CH3:16]. The yield is 0.980. (2) The reactants are Br[C:2]1[S:6][C:5]([CH:7]=[O:8])=[CH:4][CH:3]=1.[C:9]1(B(O)O)[CH:14]=[CH:13][CH:12]=[CH:11][CH:10]=1.C([O-])([O-])=O.[K+].[K+]. The catalyst is C(O)(C)C.O.[Pd]. The product is [C:9]1([C:2]2[S:6][C:5]([CH:7]=[O:8])=[CH:4][CH:3]=2)[CH:14]=[CH:13][CH:12]=[CH:11][CH:10]=1. The yield is 0.820. (3) The reactants are [CH3:1][N:2]([CH3:31])[CH2:3][CH2:4][CH2:5][O:6][C:7]1[N:12]=[CH:11][C:10]([C:13]2[S:21][C:20]3[C:15](=[N:16][CH:17]=[CH:18][C:19]=3[O:22][C:23]3[CH:28]=[CH:27][C:26]([NH2:29])=[CH:25][C:24]=3[F:30])[CH:14]=2)=[CH:9][CH:8]=1.CCN(C(C)C)C(C)C.[CH3:41][O:42][C:43]1[CH:48]=[CH:47][CH:46]=[CH:45][C:44]=1[NH:49][C:50](=[O:55])[CH2:51][C:52](O)=[O:53].C1C=CC2N(O)N=NC=2C=1.Cl. The catalyst is CN(C=O)C.C(Cl)CCl. The yield is 0.320. The product is [CH3:31][N:2]([CH3:1])[CH2:3][CH2:4][CH2:5][O:6][C:7]1[N:12]=[CH:11][C:10]([C:13]2[S:21][C:20]3[C:15](=[N:16][CH:17]=[CH:18][C:19]=3[O:22][C:23]3[CH:28]=[CH:27][C:26]([NH:29][C:52](=[O:53])[CH2:51][C:50]([NH:49][C:44]4[CH:45]=[CH:46][CH:47]=[CH:48][C:43]=4[O:42][CH3:41])=[O:55])=[CH:25][C:24]=3[F:30])[CH:14]=2)=[CH:9][CH:8]=1. (4) The reactants are [CH2:1]([N:5]1[CH:10]=[CH:9][C:8](C)=[C:7]([OH:12])[C:6]1=[S:13])[CH2:2][CH2:3][CH3:4].[H-].[Na+].Cl[C:17]1[O:18][C:19]2[CH:25]=[CH:24][CH:23]=[CH:22][C:20]=2[N:21]=1.CN([CH:29]=[O:30])C. No catalyst specified. The product is [O:18]1[C:19]2[CH:25]=[CH:24][CH:23]=[CH:22][C:20]=2[N:21]=[C:17]1[O:12][C:7]1[C:6](=[S:13])[N:5]([CH2:1][CH2:2][CH2:3][CH3:4])[CH:10]=[CH:9][C:8]=1[O:30][CH3:29]. The yield is 0.920. (5) The reactants are O.Cl.[NH:3]1[CH2:8][CH2:7][C:6](=[O:9])[CH2:5][CH2:4]1.[OH-].[Na+].CS(O[CH2:17][CH2:18][CH2:19][N:20]1[CH2:24][CH2:23][N:22]([CH2:25][CH2:26][CH2:27][N:28]2[CH2:32][CH2:31][CH2:30][CH:29]2[CH3:33])[C:21]1=[C:34]([C:37]#[N:38])[C:35]#[N:36])(=O)=O.C(=O)([O-])[O-].[K+].[K+]. The catalyst is O1CCOCC1.O. The product is [CH3:33][CH:29]1[CH2:30][CH2:31][CH2:32][N:28]1[CH2:27][CH2:26][CH2:25][N:22]1[CH2:23][CH2:24][N:20]([CH2:19][CH2:18][CH2:17][N:3]2[CH2:8][CH2:7][C:6](=[O:9])[CH2:5][CH2:4]2)[C:21]1=[C:34]([C:37]#[N:38])[C:35]#[N:36]. The yield is 0.469. (6) The reactants are C(Cl)Cl.[CH3:4][O:5][C:6]1[C@@:7]2([CH2:34][CH:35]=[C:36]([CH3:38])[CH3:37])[CH2:13][CH:11]3[O:12][C@@:8]2([O:32][CH3:33])[C@H:9]([C:29](=[O:31])[CH:30]=1)[C@:10]3([CH3:28])[CH2:14][CH2:15][CH2:16][C:17]([CH3:27])([O:19][Si:20]([CH2:25][CH3:26])([CH2:23][CH3:24])[CH2:21][CH3:22])[CH3:18].C(N(CC)CC)C.BrB(C)C.CC[O:52]C(C)=O. The catalyst is CCCCCC. The product is [OH:12][C@@H:11]1[C@@:10]([CH3:28])([CH2:14][CH2:15][CH2:16][C:17]([CH3:18])([O:19][Si:20]([CH2:21][CH3:22])([CH2:23][CH3:24])[CH2:25][CH3:26])[CH3:27])[C@@H:9]2[C@:8]([OH:52])([O:32][CH3:33])[C@@:7]([CH2:34][CH:35]=[C:36]([CH3:37])[CH3:38])([C:6]([O:5][CH3:4])=[CH:30][C:29]2=[O:31])[CH2:13]1. The yield is 0.570. (7) The reactants are [CH3:1][O:2][C:3]1[CH:8]=[CH:7][CH:6]=[CH:5][C:4]=1[CH:9]([CH3:13])[C:10](O)=[O:11].[H-].[Al+3].[Li+].[H-].[H-].[H-].[OH-].[Na+].[O-]S([O-])(=O)=O.[Mg+2]. The catalyst is C1COCC1.O. The product is [CH3:1][O:2][C:3]1[CH:8]=[CH:7][CH:6]=[CH:5][C:4]=1[CH:9]([CH3:13])[CH2:10][OH:11]. The yield is 0.960.